Predict the product of the given reaction. From a dataset of Forward reaction prediction with 1.9M reactions from USPTO patents (1976-2016). (1) Given the reactants [F:1][C:2]([F:43])([F:42])[C:3]1[CH:4]=[C:5]([C@H:13]([O:15][C@H:16]2[CH2:21][CH2:20][N:19]([CH:22]3[CH2:27][CH2:26][N:25](C(OC(C)(C)C)=O)[CH2:24][CH2:23]3)[CH2:18][C@@H:17]2[C:35]2[CH:40]=[CH:39][C:38]([F:41])=[CH:37][CH:36]=2)[CH3:14])[CH:6]=[C:7]([C:9]([F:12])([F:11])[F:10])[CH:8]=1.[ClH:44], predict the reaction product. The product is: [Cl-:44].[Cl-:44].[F:43][C:2]([F:1])([F:42])[C:3]1[CH:4]=[C:5]([C@H:13]([O:15][C@H:16]2[CH2:21][CH2:20][NH+:19]([CH:22]3[CH2:27][CH2:26][NH2+:25][CH2:24][CH2:23]3)[CH2:18][C@@H:17]2[C:35]2[CH:40]=[CH:39][C:38]([F:41])=[CH:37][CH:36]=2)[CH3:14])[CH:6]=[C:7]([C:9]([F:11])([F:10])[F:12])[CH:8]=1. (2) Given the reactants [F:1][CH2:2][CH2:3][O:4][C:5]1[CH:12]=[CH:11][C:8]([CH:9]=O)=[C:7]([OH:13])[C:6]=1[CH2:14][CH2:15][CH3:16].[C:17](OCC)(=[O:24])[CH2:18][C:19]([O:21][CH2:22][CH3:23])=[O:20].N1CCCCC1, predict the reaction product. The product is: [CH2:22]([O:21][C:19]([C:18]1[C:17](=[O:24])[O:13][C:7]2[C:8]([CH:9]=1)=[CH:11][CH:12]=[C:5]([O:4][CH2:3][CH2:2][F:1])[C:6]=2[CH2:14][CH2:15][CH3:16])=[O:20])[CH3:23].